This data is from Reaction yield outcomes from USPTO patents with 853,638 reactions. The task is: Predict the reaction yield, written as a fraction of the theoretical maximum amount of product (1.0 means a 100% yield; for example, 0.34 means a 34% yield). (1) The reactants are Cl[C:2]1[CH:3]=[CH:4][N:5]2[C:10]([C:11]=1[CH3:12])=[C:9]([CH:13]1[CH2:15][CH2:14]1)[CH:8]=[C:7]([C:16]([O:18][CH3:19])=[O:17])[C:6]2=[O:20].[F:21][C:22]1[CH:28]=[C:27](B2OC(C)(C)C(C)(C)O2)[C:26]([F:38])=[CH:25][C:23]=1[NH2:24]. No catalyst specified. The product is [NH2:24][C:23]1[C:22]([F:21])=[CH:28][C:27]([C:2]2[CH:3]=[CH:4][N:5]3[C:10]([C:11]=2[CH3:12])=[C:9]([CH:13]2[CH2:15][CH2:14]2)[CH:8]=[C:7]([C:16]([O:18][CH3:19])=[O:17])[C:6]3=[O:20])=[C:26]([F:38])[CH:25]=1. The yield is 0.750. (2) The reactants are Br[C:2]1[C:12]2[O:11][CH2:10][CH2:9][N:8]([C:13]([O:15][C:16]([CH3:19])([CH3:18])[CH3:17])=[O:14])[CH2:7][C:6]=2[CH:5]=[CH:4][CH:3]=1.[F:20][C:21]1[CH:22]=[C:23](B(O)O)[CH:24]=[CH:25][CH:26]=1.C(O)C.C(=O)([O-])[O-].[Na+].[Na+]. The catalyst is C1(C)C=CC=CC=1.C1C=CC([P]([Pd]([P](C2C=CC=CC=2)(C2C=CC=CC=2)C2C=CC=CC=2)([P](C2C=CC=CC=2)(C2C=CC=CC=2)C2C=CC=CC=2)[P](C2C=CC=CC=2)(C2C=CC=CC=2)C2C=CC=CC=2)(C2C=CC=CC=2)C2C=CC=CC=2)=CC=1.O. The product is [F:20][C:21]1[CH:26]=[C:25]([C:2]2[C:12]3[O:11][CH2:10][CH2:9][N:8]([C:13]([O:15][C:16]([CH3:19])([CH3:18])[CH3:17])=[O:14])[CH2:7][C:6]=3[CH:5]=[CH:4][CH:3]=2)[CH:24]=[CH:23][CH:22]=1. The yield is 0.931. (3) The reactants are F.F.F.C(N(CC)CC)C.C(N(CC)CC)C.[Si]([O:35][CH2:36][C@H:37]1[O:41][C@@H:40]([N:42]2[CH:49]=[C:48]([CH3:50])[C:46](=[O:47])[NH:45][C:43]2=[O:44])[C@H:39]([O:51][CH2:52][CH2:53][O:54][N:55]([CH3:57])[CH3:56])[C@@H:38]1[OH:58])(C(C)(C)C)(C1C=CC=CC=1)C1C=CC=CC=1.CO. The product is [CH3:56][N:55]([CH3:57])[O:54][CH2:53][CH2:52][O:51][C@@H:39]1[C@H:38]([OH:58])[C@@H:37]([CH2:36][OH:35])[O:41][C@H:40]1[N:42]1[CH:49]=[C:48]([CH3:50])[C:46](=[O:47])[NH:45][C:43]1=[O:44]. The catalyst is C1COCC1.C(Cl)Cl. The yield is 0.925. (4) The reactants are [Br:1][C:2]1[C:3]([CH3:9])=[C:4]([CH:6]=[CH:7][CH:8]=1)[NH2:5].C([O-])(=O)C.[K+].C(OC(=O)C)(=O)C.C1OCCOCCOCCOCCOCCOC1.[N:40](OCCC(C)C)=O. The catalyst is C(Cl)(Cl)Cl. The product is [Br:1][C:2]1[CH:8]=[CH:7][CH:6]=[C:4]2[C:3]=1[CH:9]=[N:40][NH:5]2. The yield is 0.400. (5) The reactants are [N+:1]([C:4]1[CH:9]=[CH:8][C:7]([C:10]2[O:14][C:13]([C:15]([O:17]CC)=O)=[N:12][CH:11]=2)=[CH:6][CH:5]=1)([O-:3])=[O:2].Cl.[CH3:21][O:22][C:23](=[O:29])[C@H:24]([CH:26]([CH3:28])[CH3:27])[NH2:25]. The catalyst is CCN(CC)CC. The product is [CH3:27][CH:26]([CH3:28])[CH:24]([NH:25][C:15]([C:13]1[O:14][C:10]([C:7]2[CH:6]=[CH:5][C:4]([N+:1]([O-:3])=[O:2])=[CH:9][CH:8]=2)=[CH:11][N:12]=1)=[O:17])[C:23]([O:22][CH3:21])=[O:29]. The yield is 0.310. (6) The yield is 0.500. The product is [Br:1][C:2]1[CH:3]=[CH:4][C:5]([N:8]([C:9]([O:11][C:12]([CH3:15])([CH3:14])[CH3:13])=[O:10])[CH2:19][C:20]([O:22][CH3:23])=[O:21])=[N:6][CH:7]=1. The catalyst is CN(C=O)C. The reactants are [Br:1][C:2]1[CH:3]=[CH:4][C:5]([NH:8][C:9]([O:11][C:12]([CH3:15])([CH3:14])[CH3:13])=[O:10])=[N:6][CH:7]=1.[H-].[Na+].Br[CH2:19][C:20]([O:22][CH3:23])=[O:21].